Dataset: Full USPTO retrosynthesis dataset with 1.9M reactions from patents (1976-2016). Task: Predict the reactants needed to synthesize the given product. (1) Given the product [NH2:17][C:14]1[CH:15]=[CH:16][C:11]([N:7]2[C:8]3[C:4](=[CH:3][C:2]([NH:1][C:25](=[O:26])[C:24]4[CH:23]=[CH:22][C:21]([N:20]([CH3:19])[CH3:30])=[CH:29][CH:28]=4)=[CH:10][CH:9]=3)[CH:5]=[N:6]2)=[C:12]([F:18])[CH:13]=1, predict the reactants needed to synthesize it. The reactants are: [NH2:1][C:2]1[CH:3]=[C:4]2[C:8](=[CH:9][CH:10]=1)[N:7]([C:11]1[CH:16]=[CH:15][C:14]([NH2:17])=[CH:13][C:12]=1[F:18])[N:6]=[CH:5]2.[CH3:19][N:20]([CH3:30])[C:21]1[CH:29]=[CH:28][C:24]([C:25]([O-])=[O:26])=[CH:23][CH:22]=1. (2) Given the product [CH:1]1([C:7]2[N:8]=[N:9][N:10]3[C:15]=2[C:14]2[CH:16]=[CH:17][NH:18][C:13]=2[N:12]=[CH:11]3)[CH2:2][CH2:3][CH2:4][CH2:5][CH2:6]1, predict the reactants needed to synthesize it. The reactants are: [CH:1]1([C:7]2[N:8]=[N:9][N:10]3[C:15]=2[C:14]2[CH:16]=[CH:17][N:18](COCC[Si](C)(C)C)[C:13]=2[N:12]=[CH:11]3)[CH2:6][CH2:5][CH2:4][CH2:3][CH2:2]1.CCCC[N+](CCCC)(CCCC)CCCC.[F-]. (3) Given the product [F:16][C:15]([F:17])=[C:14]([C:12]1[CH:13]=[C:8]([Si:3]([CH3:6])([CH3:5])[CH3:4])[CH:9]=[CH:10][C:11]=1[F:20])[O:19][Si:3]([CH3:6])([CH3:5])[CH3:4], predict the reactants needed to synthesize it. The reactants are: [Mg].Cl[Si:3]([CH3:6])([CH3:5])[CH3:4].Br[C:8]1[CH:9]=[CH:10][C:11]([F:20])=[C:12]([C:14](=[O:19])[C:15](F)([F:17])[F:16])[CH:13]=1. (4) The reactants are: Br[C:2]1[N:6]([CH3:7])[CH:5]=[N:4][CH:3]=1.C([Mg]Br)C.C(OCC)C.[F:17][C:18]1[CH:29]=[CH:28][C:21]([C:22](N(OC)C)=[O:23])=[CH:20][CH:19]=1.[NH4+].[Cl-].Cl. Given the product [F:17][C:18]1[CH:29]=[CH:28][C:21]([C:22]([C:2]2[N:6]([CH3:7])[CH:5]=[N:4][CH:3]=2)=[O:23])=[CH:20][CH:19]=1, predict the reactants needed to synthesize it. (5) Given the product [Cl:1][C:2]1[N:3]=[CH:4][C:5]([NH:10][CH3:13])=[C:6]([NH2:8])[CH:7]=1, predict the reactants needed to synthesize it. The reactants are: [Cl:1][C:2]1[CH:7]=[C:6]([NH:8]C)[C:5]([N+:10]([O-])=O)=[CH:4][N:3]=1.[C:13]([O-])(O)=O.[Na+].